From a dataset of Reaction yield outcomes from USPTO patents with 853,638 reactions. Predict the reaction yield, written as a fraction of the theoretical maximum amount of product (1.0 means a 100% yield; for example, 0.34 means a 34% yield). (1) The reactants are [C:1]([O:5][C:6]([N:8]([CH3:19])[C:9]1[CH:10]=[N:11][C:12]([C:15]([O:17]C)=[O:16])=[N:13][CH:14]=1)=[O:7])([CH3:4])([CH3:3])[CH3:2].[Li+:20].[OH-]. The catalyst is C1COCC1. The product is [C:1]([O:5][C:6]([N:8]([CH3:19])[C:9]1[CH:14]=[N:13][C:12]([C:15]([O-:17])=[O:16])=[N:11][CH:10]=1)=[O:7])([CH3:4])([CH3:3])[CH3:2].[Li+:20]. The yield is 1.00. (2) The catalyst is C(#N)C. The yield is 0.530. The reactants are Br[C:2]1[S:3][CH:4]=[C:5]([Br:7])[N:6]=1.Cl.[NH:9]1[CH2:12][CH:11]([OH:13])[CH2:10]1.C(=O)([O-])[O-].[Cs+].[Cs+]. The product is [Br:7][C:5]1[N:6]=[C:2]([N:9]2[CH2:12][CH:11]([OH:13])[CH2:10]2)[S:3][CH:4]=1. (3) The reactants are [NH2:1][C:2]1[CH:7]=[CH:6][C:5]([Br:8])=[CH:4][N:3]=1.C(N(CC)CC)C.[Cl:16][CH2:17][C:18]([CH3:23])([CH3:22])[C:19](Cl)=[O:20]. The catalyst is ClCCl. The product is [Br:8][C:5]1[CH:6]=[CH:7][C:2]([NH:1][C:19](=[O:20])[C:18]([CH3:23])([CH3:22])[CH2:17][Cl:16])=[N:3][CH:4]=1. The yield is 0.740. (4) The reactants are [NH2:1][C:2]1[N:3]([C:8]2[C:17]3[C:12](=[CH:13][CH:14]=[CH:15][CH:16]=3)[C:11]([CH:18]3[CH2:20][CH2:19]3)=[CH:10][CH:9]=2)[C:4]([SH:7])=[N:5][N:6]=1.[Cl:21][C:22]1[CH:23]=[C:24]([CH:28]=[CH:29][C:30]=1[NH:31][C:32](=[O:35])[CH2:33]Cl)[C:25]([OH:27])=[O:26].O. The catalyst is CN(C=O)C. The product is [NH2:1][C:2]1[N:3]([C:8]2[C:17]3[C:12](=[CH:13][CH:14]=[CH:15][CH:16]=3)[C:11]([CH:18]3[CH2:20][CH2:19]3)=[CH:10][CH:9]=2)[C:4]([S:7][CH2:33][C:32]([NH:31][C:30]2[CH:29]=[CH:28][C:24]([C:25]([OH:27])=[O:26])=[CH:23][C:22]=2[Cl:21])=[O:35])=[N:5][N:6]=1. The yield is 0.750. (5) The reactants are C[O:2][C:3](=[O:25])[C:4]1[CH:9]=[CH:8][C:7]([O:10][CH2:11][C:12]2[C:13]([C:18]3[CH:23]=[CH:22][C:21]([Cl:24])=[CH:20][CH:19]=3)=[N:14][O:15][C:16]=2[CH3:17])=[N:6][CH:5]=1.COC(=O)C1C=CC(OCC2C(C3C=CC=C(F)C=3)=NOC=2C)=NC=1. No catalyst specified. The product is [Cl:24][C:21]1[CH:20]=[CH:19][C:18]([C:13]2[C:12]([CH2:11][O:10][C:7]3[CH:8]=[CH:9][C:4]([C:3]([OH:25])=[O:2])=[CH:5][N:6]=3)=[C:16]([CH3:17])[O:15][N:14]=2)=[CH:23][CH:22]=1. The yield is 0.980. (6) The reactants are [C:1]([C:3]1[C:4]([CH3:15])=[N:5][S:6][C:7]=1[NH:8][C:9](=[O:14])[CH2:10][CH:11]([CH3:13])[CH3:12])#[N:2].[OH:16]O. The catalyst is [NH4+].[OH-]. The product is [CH3:15][C:4]1[C:3]([C:1]([NH2:2])=[O:16])=[C:7]([NH:8][C:9](=[O:14])[CH2:10][CH:11]([CH3:13])[CH3:12])[S:6][N:5]=1. The yield is 0.710.